Dataset: Reaction yield outcomes from USPTO patents with 853,638 reactions. Task: Predict the reaction yield, written as a fraction of the theoretical maximum amount of product (1.0 means a 100% yield; for example, 0.34 means a 34% yield). (1) The reactants are [CH2:1]([C@H:3]1[C@@H:7]([CH2:8][OH:9])[CH2:6][CH:5]([OH:10])[CH2:4]1)[CH3:2].Br([O-])(=O)=O.[K+].CCOCC. The catalyst is CC#N.O.O=[N+]([O-])[O-].[O-][N+](=O)[O-].[O-][N+](=O)[O-].[O-][N+](=O)[O-].[O-][N+](=O)[O-].[O-][N+](=O)[O-].[Ce+4].[NH4+].[NH4+]. The product is [CH2:1]([C@H:3]1[C@@H:7]([CH2:8][OH:9])[CH2:6][C:5](=[O:10])[CH2:4]1)[CH3:2]. The yield is 0.610. (2) The yield is 0.240. The catalyst is C(Cl)(Cl)Cl. The reactants are [CH3:1][N:2]1[C:6]([C:7]2[CH:8]=[C:9]([C:13]([OH:15])=O)[S:10][C:11]=2[CH3:12])=[C:5]([CH3:16])[CH:4]=[N:3]1.[NH2:17][C@@H:18]([CH2:31][C:32]1[CH:37]=[CH:36][C:35]([F:38])=[CH:34][CH:33]=1)[CH2:19][N:20]1[C:28](=[O:29])[C:27]2[C:22](=[CH:23][CH:24]=[CH:25][CH:26]=2)[C:21]1=[O:30].CC(OC(N[C@H](C(O)=O)CC1C=CC=CC=1C(F)(F)F)=O)(C)C.C1CN([P+](Br)(N2CCCC2)N2CCCC2)CC1.F[P-](F)(F)(F)(F)F.CCN(C(C)C)C(C)C. The product is [CH3:1][N:2]1[C:6]([C:7]2[CH:8]=[C:9]([C:13]([NH:17][C@@H:18]([CH2:31][C:32]3[CH:33]=[CH:34][C:35]([F:38])=[CH:36][CH:37]=3)[CH2:19][N:20]3[C:28](=[O:29])[C:27]4[C:22](=[CH:23][CH:24]=[CH:25][CH:26]=4)[C:21]3=[O:30])=[O:15])[S:10][C:11]=2[CH3:12])=[C:5]([CH3:16])[CH:4]=[N:3]1. (3) The reactants are [C:1]1(=[O:19])[N:5]([CH2:6][CH2:7][CH2:8][CH2:9][CH2:10][C:11]([OH:13])=[O:12])[C:4](=[O:14])[C:3]2=[CH:15][CH:16]=[CH:17][CH:18]=[C:2]12.[Br:20]Br.S(=O)(O)[O-].[Na+].C(=O)(O)[O-].[Na+]. The catalyst is O. The product is [Br:20][CH:10]([CH2:9][CH2:8][CH2:7][CH2:6][N:5]1[C:4](=[O:14])[C:3]2=[CH:15][CH:16]=[CH:17][CH:18]=[C:2]2[C:1]1=[O:19])[C:11]([OH:13])=[O:12]. The yield is 0.915. (4) The reactants are [B:1]1([CH2:10][CH2:11][CH2:12][CH2:13][Br:14])OC2C(=CC=CC=2)O1.[OH:15][C:16]([C:19]([OH:22])([CH3:21])[CH3:20])([CH3:18])[CH3:17]. The catalyst is C1COCC1. The product is [Br:14][CH2:13][CH2:12][CH2:11][CH2:10][B:1]1[O:22][C:19]([CH3:21])([CH3:20])[C:16]([CH3:18])([CH3:17])[O:15]1. The yield is 0.970. (5) The product is [CH2:1]([O:3][C:4]1[CH:5]=[C:6]([CH2:7][OH:8])[CH:9]=[CH:10][C:11]=1[O:12][CH2:13][C:14]1[N:15]=[C:16]([C:20]2[O:21][CH:22]=[CH:23][CH:24]=2)[O:17][C:18]=1[CH3:19])[CH3:2]. The catalyst is O1CCCC1. The yield is 0.930. The reactants are [CH2:1]([O:3][C:4]1[CH:5]=[C:6]([CH:9]=[CH:10][C:11]=1[O:12][CH2:13][C:14]1[N:15]=[C:16]([C:20]2[O:21][CH:22]=[CH:23][CH:24]=2)[O:17][C:18]=1[CH3:19])[CH:7]=[O:8])[CH3:2].C(O)C.[BH4-].[Na+].O. (6) The yield is 0.820. The reactants are Br[C:2]1[S:6][C:5]([C:7]([N:9]([CH2:11][CH2:12][C:13]2[CH:18]=[CH:17][CH:16]=[C:15]([O:19][CH3:20])[CH:14]=2)[CH3:10])=[O:8])=[CH:4][CH:3]=1.[C:21]1(B(O)O)[CH:26]=[CH:25][CH:24]=[CH:23][CH:22]=1. The catalyst is [Pd].C1(P(C2C=CC=CC=2)C2C=CC=CC=2)C=CC=CC=1.C1(P(C2C=CC=CC=2)C2C=CC=CC=2)C=CC=CC=1.C1(P(C2C=CC=CC=2)C2C=CC=CC=2)C=CC=CC=1.C1(P(C2C=CC=CC=2)C2C=CC=CC=2)C=CC=CC=1. The product is [CH3:20][O:19][C:15]1[CH:14]=[C:13]([CH:18]=[CH:17][CH:16]=1)[CH2:12][CH2:11][N:9]([CH3:10])[C:7]([C:5]1[S:6][C:2]([C:21]2[CH:26]=[CH:25][CH:24]=[CH:23][CH:22]=2)=[CH:3][CH:4]=1)=[O:8].